The task is: Predict which catalyst facilitates the given reaction.. This data is from Catalyst prediction with 721,799 reactions and 888 catalyst types from USPTO. (1) The catalyst class is: 4. Product: [Cl:25][C:26]1[CH:31]=[CH:30][C:29]([CH2:32][CH2:33][CH2:34][N:20]2[CH2:21][CH2:22][O:23][C@@H:18]([CH2:17][NH:16][C:14](=[O:15])[CH2:13][C:11]3[N:12]=[C:8]([C:5]4[CH:4]=[CH:3][C:2]([F:1])=[CH:7][CH:6]=4)[O:9][C:10]=3[CH3:24])[CH2:19]2)=[CH:28][CH:27]=1. Reactant: [F:1][C:2]1[CH:7]=[CH:6][C:5]([C:8]2[O:9][C:10]([CH3:24])=[C:11]([CH2:13][C:14]([NH:16][CH2:17][C@@H:18]3[O:23][CH2:22][CH2:21][NH:20][CH2:19]3)=[O:15])[N:12]=2)=[CH:4][CH:3]=1.[Cl:25][C:26]1[CH:31]=[CH:30][C:29]([CH2:32][CH2:33][CH:34]=O)=[CH:28][CH:27]=1.C(O)(=O)C.C(O[BH-](OC(=O)C)OC(=O)C)(=O)C.[Na+]. (2) Reactant: [NH:1]([C:21]([O:23][C:24]([CH3:27])([CH3:26])[CH3:25])=[O:22])[C@H:2]([C:18](O)=[O:19])[CH2:3][CH2:4][CH2:5][CH2:6][NH:7][C:8]([O:10][CH2:11][C:12]1[CH:17]=[CH:16][CH:15]=[CH:14][CH:13]=1)=[O:9].O[N:29]1C(=O)CCC1=O.CC(C)N=C=NC(C)C.Cl. Product: [NH:1]([C:21]([O:23][C:24]([CH3:27])([CH3:26])[CH3:25])=[O:22])[C@H:2]([C:18]([NH2:29])=[O:19])[CH2:3][CH2:4][CH2:5][CH2:6][NH:7][C:8]([O:10][CH2:11][C:12]1[CH:17]=[CH:16][CH:15]=[CH:14][CH:13]=1)=[O:9]. The catalyst class is: 765. (3) Reactant: C(OC([C:6]12[CH2:16][N:11]([CH2:12][CH2:13][C:14]1=[O:15])[CH2:10][C:9]1[CH:17]=[CH:18][CH:19]=[CH:20][C:8]=1[CH2:7]2)=O)C. Product: [CH2:10]1[C:9]2[CH:17]=[CH:18][CH:19]=[CH:20][C:8]=2[CH2:7][CH:6]2[CH2:16][N:11]1[CH2:12][CH2:13][C:14]2=[O:15]. The catalyst class is: 223.